Dataset: Full USPTO retrosynthesis dataset with 1.9M reactions from patents (1976-2016). Task: Predict the reactants needed to synthesize the given product. (1) Given the product [CH3:13][C:4]1[C:3]([O:2][CH2:15][CH2:16][N:17]2[CH2:21][CH2:20][NH:19][C:18]2=[O:22])=[C:10]([CH3:11])[CH:9]=[C:8]([CH3:12])[C:5]=1[CH:6]=[O:7], predict the reactants needed to synthesize it. The reactants are: [Na].[OH:2][C:3]1[C:4]([CH3:13])=[C:5]([C:8]([CH3:12])=[CH:9][C:10]=1[CH3:11])[CH:6]=[O:7].Cl[CH2:15][CH2:16][N:17]1[CH2:21][CH2:20][NH:19][C:18]1=[O:22]. (2) Given the product [Cl:1][C:2]1[C:3]([O:12][C:13]2[CH:18]=[C:17]([O:19][CH2:20][CH2:21][CH2:22][O:23][CH2:24][CH2:25][O:26][CH3:27])[CH:16]=[CH:15][C:14]=2/[CH:28]=[CH:29]/[C:30]([OH:32])=[O:31])=[N:4][CH:5]=[C:6]([C:8]([F:9])([F:11])[F:10])[CH:7]=1, predict the reactants needed to synthesize it. The reactants are: [Cl:1][C:2]1[C:3]([O:12][C:13]2[CH:18]=[C:17]([O:19][CH2:20][CH2:21][CH2:22][O:23][CH2:24][CH2:25][O:26][CH3:27])[CH:16]=[CH:15][C:14]=2/[CH:28]=[CH:29]/[C:30]([O:32]CC)=[O:31])=[N:4][CH:5]=[C:6]([C:8]([F:11])([F:10])[F:9])[CH:7]=1.[OH-].[Na+].Cl. (3) Given the product [Cl:21][C:17]1[C:16]2[C:20](=[C:12]([NH:11][S:8]([C:5]3[CH:6]=[N:7][C:2]([OH:23])=[CH:3][CH:4]=3)(=[O:10])=[O:9])[CH:13]=[CH:14][CH:15]=2)[NH:19][CH:18]=1, predict the reactants needed to synthesize it. The reactants are: N[C:2]1[N:7]=[CH:6][C:5]([S:8]([NH:11][C:12]2[CH:13]=[CH:14][CH:15]=[C:16]3[C:20]=2[NH:19][CH:18]=[C:17]3[Cl:21])(=[O:10])=[O:9])=[CH:4][CH:3]=1.N([O-])=[O:23].[Na+].C(=O)(O)[O-].[Na+]. (4) Given the product [F:1][C:2]1[N:7]=[C:6]([NH:8][CH2:28][C:25]2[CH:24]=[N:23][C:22]([NH:21][CH3:20])=[N:27][CH:26]=2)[CH:5]=[CH:4][C:3]=1[CH2:9][C:10]1[C:18]2[C:13](=[N:14][CH:15]=[C:16]([CH3:19])[CH:17]=2)[NH:12][CH:11]=1, predict the reactants needed to synthesize it. The reactants are: [F:1][C:2]1[N:7]=[C:6]([NH2:8])[CH:5]=[CH:4][C:3]=1[CH2:9][C:10]1[C:18]2[C:13](=[N:14][CH:15]=[C:16]([CH3:19])[CH:17]=2)[NH:12][CH:11]=1.[CH3:20][NH:21][C:22]1[N:27]=[CH:26][C:25]([CH:28]=O)=[CH:24][N:23]=1.C(O)(=O)C.C([BH3-])#N. (5) Given the product [CH3:21][N:2]([CH3:1])[CH2:3][CH2:4][CH2:5][O:6][C:7]([N:9]1[C:15]2[CH:16]=[CH:17][C:18]([NH:20][C:36]3[N:35]=[C:34]([NH:33][C:32]4[CH:31]=[CH:30][S:29][C:28]=4[C:26](=[O:27])[NH:25][CH2:22][C:23]#[CH:24])[C:39]([Cl:40])=[CH:38][N:37]=3)=[CH:19][C:14]=2[O:13][CH2:12][CH2:11][CH2:10]1)=[O:8], predict the reactants needed to synthesize it. The reactants are: [CH3:1][N:2]([CH3:21])[CH2:3][CH2:4][CH2:5][O:6][C:7]([N:9]1[C:15]2[CH:16]=[CH:17][C:18]([NH2:20])=[CH:19][C:14]=2[O:13][CH2:12][CH2:11][CH2:10]1)=[O:8].[CH2:22]([NH:25][C:26]([C:28]1[S:29][CH:30]=[CH:31][C:32]=1[NH:33][C:34]1[C:39]([Cl:40])=[CH:38][N:37]=[C:36](Cl)[N:35]=1)=[O:27])[C:23]#[CH:24].